From a dataset of TCR-epitope binding with 47,182 pairs between 192 epitopes and 23,139 TCRs. Binary Classification. Given a T-cell receptor sequence (or CDR3 region) and an epitope sequence, predict whether binding occurs between them. The epitope is FLNRFTTTL. The TCR CDR3 sequence is CASSQDRIHTEAFF. Result: 0 (the TCR does not bind to the epitope).